This data is from Reaction yield outcomes from USPTO patents with 853,638 reactions. The task is: Predict the reaction yield, written as a fraction of the theoretical maximum amount of product (1.0 means a 100% yield; for example, 0.34 means a 34% yield). (1) The product is [NH2:8][C:6]1[CH:5]=[CH:4][C:3]([N:11]2[CH2:16][CH2:15][N:14]([C:17](=[O:21])[CH:18]([CH3:19])[CH3:20])[CH2:13][CH2:12]2)=[C:2]([Cl:1])[CH:7]=1. The catalyst is CCO.[Pt]. The yield is 0.990. The reactants are [Cl:1][C:2]1[CH:7]=[C:6]([N+:8]([O-])=O)[CH:5]=[CH:4][C:3]=1[N:11]1[CH2:16][CH2:15][N:14]([C:17](=[O:21])[CH:18]([CH3:20])[CH3:19])[CH2:13][CH2:12]1. (2) The reactants are Br[C:2]1[CH:20]=[CH:19][C:5]([C:6]([NH:8][C:9]2[CH:14]=[C:13]([C:15]([F:18])([F:17])[F:16])[CH:12]=[CH:11][N:10]=2)=[O:7])=[CH:4][C:3]=1[F:21].[B:22]1([B:22]2[O:26][C:25]([CH3:28])([CH3:27])[C:24]([CH3:30])([CH3:29])[O:23]2)[O:26][C:25]([CH3:28])([CH3:27])[C:24]([CH3:30])([CH3:29])[O:23]1.CC([O-])=O.[K+]. The catalyst is O1CCOCC1.C1C=CC(/C=C/C(/C=C/C2C=CC=CC=2)=O)=CC=1.C1C=CC(/C=C/C(/C=C/C2C=CC=CC=2)=O)=CC=1.[Pd]. The product is [F:21][C:3]1[CH:4]=[C:5]([CH:19]=[CH:20][C:2]=1[B:22]1[O:26][C:25]([CH3:28])([CH3:27])[C:24]([CH3:30])([CH3:29])[O:23]1)[C:6]([NH:8][C:9]1[CH:14]=[C:13]([C:15]([F:18])([F:17])[F:16])[CH:12]=[CH:11][N:10]=1)=[O:7]. The yield is 0.660. (3) The product is [Br:75][C:76]1[CH:81]=[C:80]([C@@H:82]([NH:2][C:1](=[O:8])[O:3][C:4]([CH3:7])([CH3:6])[CH3:5])[C@@H:83]([C:84]2[CH:89]=[CH:88][C:87]([F:90])=[CH:86][CH:85]=2)[OH:12])[C:79]([F:91])=[CH:78][N:77]=1. The catalyst is C(O)CC.O. The yield is 0.627. The reactants are [C:1](=[O:8])([O:3][C:4]([CH3:7])([CH3:6])[CH3:5])[NH2:2].[OH-].[Na+].Cl[O:12]C(C)(C)C.CC[C@@H]1[C@@H]2C[C@H]([C@@H](OC3C4C(=CC=CC=4)C(O[C@@H](C4C=CN=C5C=4C=C(OC)C=C5)[C@@H]4N5C[C@H](CC)[C@@H](CC5)C4)=NN=3)C3C=CN=C4C=3C=C(OC)C=C4)N(CC2)C1.[Br:75][C:76]1[CH:81]=[C:80](/[CH:82]=[CH:83]/[C:84]2[CH:89]=[CH:88][C:87]([F:90])=[CH:86][CH:85]=2)[C:79]([F:91])=[CH:78][N:77]=1.